This data is from Forward reaction prediction with 1.9M reactions from USPTO patents (1976-2016). The task is: Predict the product of the given reaction. (1) Given the reactants [OH:1][C:2]([C:13]1[N:18]=[CH:17][C:16]([C:19]2[CH:24]=[CH:23][C:22]([C:25](=O)[CH3:26])=[CH:21][CH:20]=2)=[CH:15][CH:14]=1)([C:7]1[CH:8]=[N:9][CH:10]=[N:11][CH:12]=1)[C:3]([CH3:6])([CH3:5])[CH3:4].CC([O-])=O.[Na+].Cl.[CH3:34][O:35][NH2:36].CO, predict the reaction product. The product is: [CH3:34][O:35]/[N:36]=[C:25](/[C:22]1[CH:23]=[CH:24][C:19]([C:16]2[CH:17]=[N:18][C:13]([C:2]([OH:1])([C:7]3[CH:8]=[N:9][CH:10]=[N:11][CH:12]=3)[C:3]([CH3:6])([CH3:4])[CH3:5])=[CH:14][CH:15]=2)=[CH:20][CH:21]=1)\[CH3:26].[CH3:34][O:35]/[N:36]=[C:25](\[C:22]1[CH:23]=[CH:24][C:19]([C:16]2[CH:17]=[N:18][C:13]([C:2]([OH:1])([C:7]3[CH:8]=[N:9][CH:10]=[N:11][CH:12]=3)[C:3]([CH3:6])([CH3:4])[CH3:5])=[CH:14][CH:15]=2)=[CH:20][CH:21]=1)/[CH3:26]. (2) The product is: [F:13][C:12]([F:15])([F:14])[S:9]([O-:11])(=[O:10])=[O:8].[CH3:12][P+:3]([CH2:6][CH3:7])([CH2:4][CH3:5])[CH2:1][CH3:2]. Given the reactants [CH2:1]([P:3]([CH2:6][CH3:7])[CH2:4][CH3:5])[CH3:2].[O:8](C)[S:9]([C:12]([F:15])([F:14])[F:13])(=[O:11])=[O:10], predict the reaction product. (3) Given the reactants [CH3:1][O:2][C:3]1[CH:8]=[C:7]([CH3:9])[CH:6]=[C:5]([CH3:10])[C:4]=1[C:11]1[C:12]2[N:13]([C:17](/[C:22](/[CH2:26][CH2:27][CH3:28])=[CH:23]\[CH2:24][CH3:25])=[C:18]([CH2:20][CH3:21])[N:19]=2)[CH:14]=[CH:15][N:16]=1, predict the reaction product. The product is: [CH3:1][O:2][C:3]1[CH:8]=[C:7]([CH3:9])[CH:6]=[C:5]([CH3:10])[C:4]=1[C:11]1[C:12]2[N:13]([C:17]([CH:22]([CH2:23][CH2:24][CH3:25])[CH2:26][CH2:27][CH3:28])=[C:18]([CH2:20][CH3:21])[N:19]=2)[CH:14]=[CH:15][N:16]=1.